From a dataset of Catalyst prediction with 721,799 reactions and 888 catalyst types from USPTO. Predict which catalyst facilitates the given reaction. The catalyst class is: 5. Product: [NH2:16][C:4]1[N:3]=[C:2]([NH:17][CH:18]2[CH2:19][CH2:20][N:21]([C:24]([O:26][CH2:27][CH3:28])=[O:25])[CH2:22][CH2:23]2)[CH:7]=[C:6]([C:8]2[CH:13]=[CH:12][CH:11]=[C:10]([Cl:14])[C:9]=2[Cl:15])[N:5]=1. Reactant: Cl[C:2]1[CH:7]=[C:6]([C:8]2[CH:13]=[CH:12][CH:11]=[C:10]([Cl:14])[C:9]=2[Cl:15])[N:5]=[C:4]([NH2:16])[N:3]=1.[NH2:17][CH:18]1[CH2:23][CH2:22][N:21]([C:24]([O:26][CH2:27][CH3:28])=[O:25])[CH2:20][CH2:19]1.